From a dataset of Catalyst prediction with 721,799 reactions and 888 catalyst types from USPTO. Predict which catalyst facilitates the given reaction. (1) Reactant: [C:1]1([C:7]2[CH:12]=[CH:11][C:10]([OH:13])=[CH:9][CH:8]=2)[CH:6]=[CH:5][CH:4]=[CH:3][CH:2]=1.[H-].[Na+].[C:16]([C:18]1[CH:19]=[C:20]([CH:23]=[CH:24][CH:25]=1)[CH2:21]Br)#[N:17]. Product: [C:7]1([C:1]2[CH:2]=[CH:3][CH:4]=[CH:5][CH:6]=2)[CH:8]=[CH:9][C:10]([O:13][CH2:21][C:20]2[CH:19]=[C:18]([CH:25]=[CH:24][CH:23]=2)[C:16]#[N:17])=[CH:11][CH:12]=1. The catalyst class is: 9. (2) Reactant: [F:1][C:2]1[CH:7]=[CH:6][CH:5]=[C:4]([F:8])[C:3]=1[C:9]([NH:11][C:12]1[CH:13]=[C:14]([CH:19]=[CH:20][C:21]=1[F:22])[C:15]([O:17]C)=O)=[O:10].[Cl:23][C:24]1[N:29]=[C:28]([CH3:30])[CH:27]=[CH:26][N:25]=1.[Li+].C[Si]([N-][Si](C)(C)C)(C)C. Product: [Cl:23][C:24]1[N:29]=[C:28]([CH2:30][C:15]([C:14]2[CH:19]=[CH:20][C:21]([F:22])=[C:12]([NH:11][C:9](=[O:10])[C:3]3[C:4]([F:8])=[CH:5][CH:6]=[CH:7][C:2]=3[F:1])[CH:13]=2)=[O:17])[CH:27]=[CH:26][N:25]=1. The catalyst class is: 1. (3) Reactant: [Cl:1][C:2]1[CH:7]=[CH:6][C:5]([C@H:8]2[CH2:13][C@H:12]([S:14]([C:17]3[CH:22]=[C:21]([C:23]([F:26])([F:25])[F:24])[CH:20]=[CH:19][C:18]=3[CH3:27])(=[O:16])=[O:15])[CH2:11][CH2:10][O:9]2)=[CH:4][CH:3]=1.[CH3:28]C([O-])(C)C.[K+].CI. Product: [Cl:1][C:2]1[CH:7]=[CH:6][C:5]([CH:8]2[CH2:13][CH:12]([S:14]([C:17]3[CH:22]=[C:21]([C:23]([F:24])([F:26])[F:25])[CH:20]=[CH:19][C:18]=3[CH2:27][CH3:28])(=[O:15])=[O:16])[CH2:11][CH2:10][O:9]2)=[CH:4][CH:3]=1. The catalyst class is: 1. (4) Reactant: [NH2:1][C:2]1[N:6]([C:7]2[C:12]([Cl:13])=[CH:11][C:10]([C:14]([F:17])([F:16])[F:15])=[CH:9][C:8]=2[Cl:18])[N:5]=[C:4]([C:19]#[N:20])[C:3]=1[CH:21]=O.BrN1C(=O)CCC1=O.[SH:31][CH2:32][CH2:33][CH2:34][SH:35].[OH-].[Na+]. Product: [NH2:1][C:2]1[N:6]([C:7]2[C:12]([Cl:13])=[CH:11][C:10]([C:14]([F:17])([F:16])[F:15])=[CH:9][C:8]=2[Cl:18])[N:5]=[C:4]([C:19]#[N:20])[C:3]=1[CH:21]1[S:35][CH2:34][CH2:33][CH2:32][S:31]1. The catalyst class is: 4. (5) Reactant: [Br:1][C:2]1[CH:10]=[CH:9][C:5]([C:6](O)=[O:7])=[C:4]([CH3:11])[CH:3]=1.B.C1COCC1. Product: [Br:1][C:2]1[CH:10]=[CH:9][C:5]([CH2:6][OH:7])=[C:4]([CH3:11])[CH:3]=1. The catalyst class is: 20. (6) Reactant: [Cl:1][C:2]1[CH:7]=[CH:6][CH:5]=[CH:4][C:3]=1[CH:8]([CH2:11][CH3:12])[C:9]#[N:10].[H-].[Na+].I[CH2:16][CH3:17]. Product: [Cl:1][C:2]1[CH:7]=[CH:6][CH:5]=[CH:4][C:3]=1[C:8]([CH2:16][CH3:17])([CH2:11][CH3:12])[C:9]#[N:10]. The catalyst class is: 3. (7) Reactant: [F:1][C:2]1[CH:7]=[CH:6][C:5]([C:8]([CH3:26])([CH3:25])[CH2:9][NH:10][C:11]2[N:16]=[N:15][C:14]([C:17]3[CH:18]=[C:19]([CH:22]=[CH:23][CH:24]=3)[C:20]#[N:21])=[N:13][CH:12]=2)=[CH:4][CH:3]=1.C([O-])([O-])=[O:28].[K+].[K+].OO. Product: [F:1][C:2]1[CH:3]=[CH:4][C:5]([C:8]([CH3:26])([CH3:25])[CH2:9][NH:10][C:11]2[N:16]=[N:15][C:14]([C:17]3[CH:18]=[C:19]([CH:22]=[CH:23][CH:24]=3)[C:20]([NH2:21])=[O:28])=[N:13][CH:12]=2)=[CH:6][CH:7]=1. The catalyst class is: 16.